Dataset: Forward reaction prediction with 1.9M reactions from USPTO patents (1976-2016). Task: Predict the product of the given reaction. Given the reactants [C:1]([O:5][C:6]([N:8]1[C@@H:13]([C@@H:14]([OH:28])[C@@H:15]([NH:24][C:25](=[O:27])[CH3:26])[CH2:16][C:17]2[CH:22]=[CH:21][CH:20]=[C:19]([OH:23])[CH:18]=2)[CH2:12][O:11][C@@H:10]([O:29][CH2:30][C:31]2([CH3:36])[CH2:35][CH2:34][CH2:33][CH2:32]2)[CH2:9]1)=[O:7])([CH3:4])([CH3:3])[CH3:2].[F:37][CH:38]([F:41])[CH2:39]Br.C(=O)([O-])[O-].[Cs+].[Cs+], predict the reaction product. The product is: [C:1]([O:5][C:6]([N:8]1[C@@H:13]([C@@H:14]([OH:28])[C@@H:15]([NH:24][C:25](=[O:27])[CH3:26])[CH2:16][C:17]2[CH:22]=[CH:21][CH:20]=[C:19]([O:23][CH2:39][CH:38]([F:41])[F:37])[CH:18]=2)[CH2:12][O:11][C@@H:10]([O:29][CH2:30][C:31]2([CH3:36])[CH2:32][CH2:33][CH2:34][CH2:35]2)[CH2:9]1)=[O:7])([CH3:2])([CH3:3])[CH3:4].